This data is from Reaction yield outcomes from USPTO patents with 853,638 reactions. The task is: Predict the reaction yield, written as a fraction of the theoretical maximum amount of product (1.0 means a 100% yield; for example, 0.34 means a 34% yield). The reactants are Cl[C:2]1[N:7]=[C:6]([CH3:8])[C:5]([CH:9]([CH2:14][CH2:15][CH3:16])[C:10]([O:12][CH3:13])=[O:11])=[C:4]([C:17]2[CH:22]=[CH:21][C:20]([CH3:23])=[CH:19][CH:18]=2)[N:3]=1.[O:24]([CH:31]1[CH2:36][CH2:35][CH2:34][NH:33][CH2:32]1)[C:25]1[CH:30]=[CH:29][CH:28]=[CH:27][CH:26]=1.C(N(CC)CC)C. The catalyst is O1CCCC1. The product is [CH3:8][C:6]1[C:5]([CH:9]([CH2:14][CH2:15][CH3:16])[C:10]([O:12][CH3:13])=[O:11])=[C:4]([C:17]2[CH:22]=[CH:21][C:20]([CH3:23])=[CH:19][CH:18]=2)[N:3]=[C:2]([N:33]2[CH2:34][CH2:35][CH2:36][CH:31]([O:24][C:25]3[CH:30]=[CH:29][CH:28]=[CH:27][CH:26]=3)[CH2:32]2)[N:7]=1. The yield is 0.380.